From a dataset of Full USPTO retrosynthesis dataset with 1.9M reactions from patents (1976-2016). Predict the reactants needed to synthesize the given product. (1) Given the product [CH3:1][O:2][C:3]1[CH:35]=[CH:34][C:6]([CH2:7][N:8]2[CH:15]=[CH:16][C:11]([C:12]([NH2:13])=[O:49])=[C:10]([NH:26][CH:27]3[CH2:32][CH2:31][CH2:30][CH:29]([OH:33])[CH2:28]3)[NH:9]2)=[CH:5][CH:4]=1, predict the reactants needed to synthesize it. The reactants are: [CH3:1][O:2][C:3]1[CH:35]=[CH:34][C:6]([CH2:7][N:8]2[C:12]3=[N:13]C=[CH:15][C:16](OC4C=CC(N)=CC=4F)=[C:11]3[C:10]([NH:26][CH:27]3[CH2:32][CH2:31][CH2:30][CH:29]([OH:33])[CH2:28]3)=[N:9]2)=[CH:5][CH:4]=1.FC1C=CC(N2C(=[O:49])C(C(O)=O)=CC=N2)=CC=1.CCN=C=NCCCN(C)C.C1C=CC2N(O)N=NC=2C=1.O. (2) Given the product [F:16][C:17]1[CH:22]=[CH:21][CH:20]=[CH:19][C:18]=1[S:23]([NH:15][C:3]1[CH:2]=[CH:11][C:10]2[C:5](=[CH:6][CH:7]=[CH:8][CH:9]=2)[C:4]=1[C:12]([O:14][CH3:28])=[O:13])(=[O:25])=[O:24], predict the reactants needed to synthesize it. The reactants are: C[C:2]1[C:3]([NH2:15])=[C:4]([C:12]([OH:14])=[O:13])[C:5]2[C:10]([CH:11]=1)=[CH:9][CH:8]=[CH:7][CH:6]=2.[F:16][C:17]1[CH:22]=[CH:21][CH:20]=[CH:19][C:18]=1[S:23](Cl)(=[O:25])=[O:24].N1C=CC=C[CH:28]=1. (3) Given the product [Cl:1][C:2]1[CH:7]=[CH:6][CH:5]=[CH:4][C:3]=1[C:8]1[O:12][N:11]=[CH:10][C:9]=1[C:13]([N:31]1[CH2:32][CH2:33][CH:29]([CH2:28][C:27]2[CH:34]=[CH:35][C:24]([C:23]([F:22])([F:36])[F:37])=[CH:25][CH:26]=2)[CH2:30]1)=[O:15], predict the reactants needed to synthesize it. The reactants are: [Cl:1][C:2]1[CH:7]=[CH:6][CH:5]=[CH:4][C:3]=1[C:8]1[O:12][N:11]=[CH:10][C:9]=1[C:13]([OH:15])=O.C(O)(=O)C(O)=O.[F:22][C:23]([F:37])([F:36])[C:24]1[CH:35]=[CH:34][C:27]([CH2:28][CH:29]2[CH2:33][CH2:32][NH:31][CH2:30]2)=[CH:26][CH:25]=1. (4) Given the product [Cl:1][C:2]1[CH:10]=[CH:9][CH:8]=[C:7]2[C:3]=1[C:4]([C:21]([NH:22][CH2:23][CH:24]1[CH2:25][CH2:26][C:27]([F:31])([F:30])[CH2:28][CH2:29]1)=[O:32])=[CH:5][N:6]2[CH2:11][CH:12]1[CH2:17][CH2:16][CH2:15][CH2:14][NH:13]1, predict the reactants needed to synthesize it. The reactants are: [Cl:1][C:2]1[CH:10]=[CH:9][CH:8]=[C:7]2[C:3]=1[C:4]([C:21](=[O:32])[NH:22][CH2:23][CH:24]1[CH2:29][CH2:28][C:27]([F:31])([F:30])[CH2:26][CH2:25]1)=[CH:5][N:6]2[CH2:11][CH:12]1[CH2:17][CH2:16][CH2:15][CH2:14][N:13]1C([O-])=O.C(O)(C(F)(F)F)=O.